Dataset: Reaction yield outcomes from USPTO patents with 853,638 reactions. Task: Predict the reaction yield, written as a fraction of the theoretical maximum amount of product (1.0 means a 100% yield; for example, 0.34 means a 34% yield). (1) The reactants are [OH:1][CH:2]1[CH2:7][CH2:6][CH2:5][NH:4][CH2:3]1.[F:8][C:9]1[CH:17]=[CH:16][C:12]([C:13](O)=[O:14])=[CH:11][CH:10]=1.C1C=CC2N(O)N=NC=2C=1.CCN=C=NCCCN(C)C.Cl.C(N(CC)CC)C.Cl. The catalyst is ClCCl. The product is [F:8][C:9]1[CH:17]=[CH:16][C:12]([C:13]([N:4]2[CH2:5][CH2:6][CH2:7][CH:2]([OH:1])[CH2:3]2)=[O:14])=[CH:11][CH:10]=1. The yield is 0.530. (2) The reactants are Br[C:2]1[C:3]([Cl:27])=[C:4]([N:10]([CH2:18][C:19]2[CH:24]=[CH:23][C:22]([O:25][CH3:26])=[CH:21][CH:20]=2)[C:11](=[O:17])[O:12][C:13]([CH3:16])([CH3:15])[CH3:14])[CH:5]=[C:6]([C:8]#[N:9])[CH:7]=1.[NH2:28][CH:29]1[CH2:34][CH2:33][N:32]([C:35]([O:37][C:38]([CH3:41])([CH3:40])[CH3:39])=[O:36])[CH2:31][CH2:30]1.C1(P(C2C=CC=CC=2)C2C3OC4C(=CC=CC=4P(C4C=CC=CC=4)C4C=CC=CC=4)C(C)(C)C=3C=CC=2)C=CC=CC=1.C([O-])([O-])=O.[Cs+].[Cs+]. The catalyst is C1C=CC(/C=C/C(/C=C/C2C=CC=CC=2)=O)=CC=1.C1C=CC(/C=C/C(/C=C/C2C=CC=CC=2)=O)=CC=1.C1C=CC(/C=C/C(/C=C/C2C=CC=CC=2)=O)=CC=1.[Pd].[Pd]. The product is [C:13]([O:12][C:11]([N:10]([CH2:18][C:19]1[CH:24]=[CH:23][C:22]([O:25][CH3:26])=[CH:21][CH:20]=1)[C:4]1[C:3]([Cl:27])=[C:2]([NH:28][CH:29]2[CH2:30][CH2:31][N:32]([C:35]([O:37][C:38]([CH3:41])([CH3:40])[CH3:39])=[O:36])[CH2:33][CH2:34]2)[CH:7]=[C:6]([C:8]#[N:9])[CH:5]=1)=[O:17])([CH3:16])([CH3:15])[CH3:14]. The yield is 0.560. (3) The reactants are CC(C[AlH]CC(C)C)C.[CH3:10][C:11]1[C:12]([C:27](OC)=[O:28])=[CH:13][C:14]([C:17]2[CH:18]=[N:19][C:20]([C:23]([F:26])([F:25])[F:24])=[N:21][CH:22]=2)=[N:15][CH:16]=1. The catalyst is C1COCC1. The product is [CH3:10][C:11]1[C:12]([CH2:27][OH:28])=[CH:13][C:14]([C:17]2[CH:22]=[N:21][C:20]([C:23]([F:26])([F:25])[F:24])=[N:19][CH:18]=2)=[N:15][CH:16]=1. The yield is 0.730.